From a dataset of Full USPTO retrosynthesis dataset with 1.9M reactions from patents (1976-2016). Predict the reactants needed to synthesize the given product. (1) Given the product [F:14][C:2]([F:1])([CH3:13])[CH2:3][CH2:4][CH2:5][CH2:6][N:7]1[CH:11]=[CH:10][C:9]([NH:12][C:23](=[O:24])/[CH:22]=[CH:21]/[C:18]2[CH:19]=[CH:20][C:15]([CH3:26])=[CH:16][CH:17]=2)=[N:8]1, predict the reactants needed to synthesize it. The reactants are: [F:1][C:2]([F:14])([CH3:13])[CH2:3][CH2:4][CH2:5][CH2:6][N:7]1[CH:11]=[CH:10][C:9]([NH2:12])=[N:8]1.[C:15]1([CH3:26])[CH:20]=[CH:19][C:18](/[CH:21]=[CH:22]/[C:23](O)=[O:24])=[CH:17][CH:16]=1. (2) Given the product [Cl:1][C:2]1[C:3]([F:11])=[C:4]2[C:10]([N+:12]([O-:14])=[O:13])=[CH:9][NH:8][C:5]2=[N:6][CH:7]=1, predict the reactants needed to synthesize it. The reactants are: [Cl:1][C:2]1[C:3]([F:11])=[C:4]2[CH:10]=[CH:9][NH:8][C:5]2=[N:6][CH:7]=1.[N+:12]([O-])([OH:14])=[O:13]. (3) Given the product [CH3:24][O:25][C:26](=[O:38])[C@H:27]([NH:28][C:29]([O:31][C:32]([CH3:34])([CH3:33])[CH3:35])=[O:30])[CH2:36][S:37][C:2]1[S:6][C:5]([NH:7][C:8]([N:9]([CH:17]2[CH2:22][CH2:21][CH2:20][CH2:19][CH2:18]2)[C@H:10]2[CH2:15][CH2:14][C@H:13]([CH3:16])[CH2:12][CH2:11]2)=[O:23])=[N:4][CH:3]=1, predict the reactants needed to synthesize it. The reactants are: Br[C:2]1[S:6][C:5]([NH:7][C:8](=[O:23])[N:9]([CH:17]2[CH2:22][CH2:21][CH2:20][CH2:19][CH2:18]2)[C@H:10]2[CH2:15][CH2:14][C@H:13]([CH3:16])[CH2:12][CH2:11]2)=[N:4][CH:3]=1.[CH3:24][O:25][C:26](=[O:38])[C@H:27]([CH2:36][SH:37])[NH:28][C:29]([O:31][C:32]([CH3:35])([CH3:34])[CH3:33])=[O:30].